Dataset: Forward reaction prediction with 1.9M reactions from USPTO patents (1976-2016). Task: Predict the product of the given reaction. Given the reactants [CH3:1][O:2][C:3](=[O:11])[C:4]1[CH:9]=[CH:8][C:7]([NH2:10])=[N:6][CH:5]=1.[F:12][C:13]([F:30])([F:29])[C:14]1[CH:19]=[CH:18][C:17]([C:20]2[C:21]([C:26](Cl)=[O:27])=[CH:22][CH:23]=[CH:24][CH:25]=2)=[CH:16][CH:15]=1.C([O-])(O)=O.[Na+], predict the reaction product. The product is: [CH3:1][O:2][C:3](=[O:11])[C:4]1[CH:9]=[CH:8][C:7]([NH:10][C:26]([C:21]2[C:20]([C:17]3[CH:18]=[CH:19][C:14]([C:13]([F:12])([F:29])[F:30])=[CH:15][CH:16]=3)=[CH:25][CH:24]=[CH:23][CH:22]=2)=[O:27])=[N:6][CH:5]=1.